From a dataset of Reaction yield outcomes from USPTO patents with 853,638 reactions. Predict the reaction yield, written as a fraction of the theoretical maximum amount of product (1.0 means a 100% yield; for example, 0.34 means a 34% yield). The reactants are Br[C:2]1[N:7]=[C:6]([N:8]2[CH2:14][C:13]([O:16][CH3:17])([CH3:15])[CH2:12][N:11]([C:18]([O:20][C:21]([CH3:24])([CH3:23])[CH3:22])=[O:19])[CH2:10][CH2:9]2)[CH:5]=[CH:4][CH:3]=1.[Cl:25][C:26]1[N:31]=[CH:30][C:29]2[CH:32]=[N:33][NH:34][C:28]=2[CH:27]=1.CNCCNC.C([O-])([O-])=O.[K+].[K+]. The catalyst is O1CCOCC1.[Cu]I. The product is [Cl:25][C:26]1[N:31]=[CH:30][C:29]2[CH:32]=[N:33][N:34]([C:2]3[N:7]=[C:6]([N:8]4[CH2:14][C:13]([O:16][CH3:17])([CH3:15])[CH2:12][N:11]([C:18]([O:20][C:21]([CH3:24])([CH3:23])[CH3:22])=[O:19])[CH2:10][CH2:9]4)[CH:5]=[CH:4][CH:3]=3)[C:28]=2[CH:27]=1. The yield is 0.710.